Dataset: Full USPTO retrosynthesis dataset with 1.9M reactions from patents (1976-2016). Task: Predict the reactants needed to synthesize the given product. (1) Given the product [C:26]([O:30][C:31]([N:33]1[CH2:38][CH2:37][CH:36]([N:39]2[CH:43]=[C:42]([C:44]3[CH:45]=[N:46][C:47]([NH2:51])=[C:48]([C:15]4[S:19][C:18]5[CH:20]=[CH:21][CH:22]=[CH:23][C:17]=5[C:16]=4[CH3:24])[CH:49]=3)[CH:41]=[N:40]2)[CH2:35][CH2:34]1)=[O:32])([CH3:29])([CH3:27])[CH3:28], predict the reactants needed to synthesize it. The reactants are: COCCOC.CC1(C)C(C)(C)OB([C:15]2[S:19][C:18]3[CH:20]=[CH:21][CH:22]=[CH:23][C:17]=3[C:16]=2[CH3:24])O1.[C:26]([O:30][C:31]([N:33]1[CH2:38][CH2:37][CH:36]([N:39]2[CH:43]=[C:42]([C:44]3[CH:45]=[N:46][C:47]([NH2:51])=[C:48](Br)[CH:49]=3)[CH:41]=[N:40]2)[CH2:35][CH2:34]1)=[O:32])([CH3:29])([CH3:28])[CH3:27].C(=O)([O-])[O-].[K+].[K+]. (2) Given the product [Cl:1][C:2]1[CH:3]=[N:4][CH:5]=[C:6]([Cl:37])[C:7]=1[CH:8]=[C:9]([O:28][C:29](=[O:36])[C:30]1[CH:35]=[CH:34][CH:33]=[CH:32][CH:31]=1)[C:10]1[C:18]2[C:17]3[CH:19]=[C:20]([NH:23][S:46]([CH3:45])(=[O:48])=[O:47])[CH:21]=[CH:22][C:16]=3[O:15][C:14]=2[C:13]([O:26][CH3:27])=[CH:12][CH:11]=1, predict the reactants needed to synthesize it. The reactants are: [Cl:1][C:2]1[CH:3]=[N:4][CH:5]=[C:6]([Cl:37])[C:7]=1[CH:8]=[C:9]([O:28][C:29](=[O:36])[C:30]1[CH:35]=[CH:34][CH:33]=[CH:32][CH:31]=1)[C:10]1[C:18]2[C:17]3[CH:19]=[C:20]([N+:23]([O-])=O)[CH:21]=[CH:22][C:16]=3[O:15][C:14]=2[C:13]([O:26][CH3:27])=[CH:12][CH:11]=1.C(N(CC)CC)C.[CH3:45][S:46](Cl)(=[O:48])=[O:47].